Dataset: Catalyst prediction with 721,799 reactions and 888 catalyst types from USPTO. Task: Predict which catalyst facilitates the given reaction. (1) Reactant: [NH:1]1[CH2:6][CH2:5][CH2:4][CH:3]([NH:7][C:8]2[C:13]([C:14]([NH2:16])=[O:15])=[CH:12][N:11]=[C:10]3[NH:17][CH:18]=[CH:19][C:9]=23)[CH2:2]1.[N:20]([CH2:23][C:24]1[CH:29]=[CH:28][CH:27]=[CH:26][CH:25]=1)=[C:21]=[O:22].CCN(C(C)C)C(C)C. Product: [CH2:23]([NH:20][C:21]([N:1]1[CH2:6][CH2:5][CH2:4][CH:3]([NH:7][C:8]2[C:13]([C:14]([NH2:16])=[O:15])=[CH:12][N:11]=[C:10]3[NH:17][CH:18]=[CH:19][C:9]=23)[CH2:2]1)=[O:22])[C:24]1[CH:29]=[CH:28][CH:27]=[CH:26][CH:25]=1. The catalyst class is: 1. (2) Reactant: C([O:3][C:4](=[O:28])[CH:5]([C:10]1[CH:11]=[C:12]([C:21]2[CH:26]=[CH:25][C:24]([F:27])=[CH:23][CH:22]=2)[C:13]([O:16][CH2:17][CH:18]2[CH2:20][CH2:19]2)=[CH:14][CH:15]=1)[CH2:6][CH:7]([CH3:9])[CH3:8])C.O.[OH-].[Li+]. Product: [CH:18]1([CH2:17][O:16][C:13]2[C:12]([C:21]3[CH:26]=[CH:25][C:24]([F:27])=[CH:23][CH:22]=3)=[CH:11][C:10]([CH:5]([CH2:6][CH:7]([CH3:9])[CH3:8])[C:4]([OH:28])=[O:3])=[CH:15][CH:14]=2)[CH2:19][CH2:20]1. The catalyst class is: 200. (3) Reactant: [Cl:1][C:2]1[CH:7]=[CH:6][CH:5]=[CH:4][C:3]=1[N:8]([CH3:16])[C:9]1[C:10]([NH2:15])=[CH:11][CH:12]=[CH:13][CH:14]=1.I[C:18]1[CH:23]=[CH:22][CH:21]=[CH:20][C:19]=1[N+:24]([O-:26])=[O:25].C1C=CC(P(C2C(C3C(P(C4C=CC=CC=4)C4C=CC=CC=4)=CC=C4C=3C=CC=C4)=C3C(C=CC=C3)=CC=2)C2C=CC=CC=2)=CC=1.C([O-])([O-])=O.[Cs+].[Cs+]. Product: [Cl:1][C:2]1[CH:7]=[CH:6][CH:5]=[CH:4][C:3]=1[N:8]([CH3:16])[C:9]1[C:10]([NH:15][C:18]2[CH:23]=[CH:22][CH:21]=[CH:20][C:19]=2[N+:24]([O-:26])=[O:25])=[CH:11][CH:12]=[CH:13][CH:14]=1. The catalyst class is: 187. (4) Reactant: C(OC([CH:8]1[C:12]2[N:13]=[C:14]([NH:17][CH:18]3[CH2:23][CH2:22][N:21]([CH2:24][CH2:25][O:26][CH3:27])[CH2:20][CH2:19]3)[N:15]=[CH:16][C:11]=2[NH:10][C:9]1=[O:28])=O)(C)(C)C. Product: [CH3:27][O:26][CH2:25][CH2:24][N:21]1[CH2:20][CH2:19][CH:18]([NH:17][C:14]2[N:15]=[CH:16][C:11]3[NH:10][C:9](=[O:28])[CH2:8][C:12]=3[N:13]=2)[CH2:23][CH2:22]1. The catalyst class is: 67.